Dataset: Forward reaction prediction with 1.9M reactions from USPTO patents (1976-2016). Task: Predict the product of the given reaction. Given the reactants [NH2:1][C:2]1[CH:20]=[CH:19][C:5]([O:6][C:7]2[N:12]=[CH:11][N:10]=[C:9]([NH:13][C:14]([CH:16]3[CH2:18][CH2:17]3)=[O:15])[CH:8]=2)=[CH:4][C:3]=1[CH3:21].[F:22][C:23]1[CH:28]=[CH:27][C:26]([NH:29][C:30](=O)[O:31]C2C=CC=CC=2)=[CH:25][C:24]=1[C:39]([F:42])([F:41])[F:40].CCN(C(C)C)C(C)C, predict the reaction product. The product is: [F:22][C:23]1[CH:28]=[CH:27][C:26]([NH:29][C:30]([NH:1][C:2]2[CH:20]=[CH:19][C:5]([O:6][C:7]3[N:12]=[CH:11][N:10]=[C:9]([NH:13][C:14]([CH:16]4[CH2:17][CH2:18]4)=[O:15])[CH:8]=3)=[CH:4][C:3]=2[CH3:21])=[O:31])=[CH:25][C:24]=1[C:39]([F:40])([F:41])[F:42].